Dataset: Peptide-MHC class II binding affinity with 134,281 pairs from IEDB. Task: Regression. Given a peptide amino acid sequence and an MHC pseudo amino acid sequence, predict their binding affinity value. This is MHC class II binding data. (1) The peptide sequence is ITPLMKAQSVPGMAVA. The MHC is DRB1_1501 with pseudo-sequence DRB1_1501. The binding affinity (normalized) is 0.202. (2) The binding affinity (normalized) is 0.578. The peptide sequence is LAGLSTLPGNPAIASL. The MHC is DRB1_1101 with pseudo-sequence DRB1_1101. (3) The peptide sequence is APEVKYTVFKTALKK. The MHC is HLA-DQA10301-DQB10302 with pseudo-sequence HLA-DQA10301-DQB10302. The binding affinity (normalized) is 0.0469. (4) The peptide sequence is IEGGSLFIVPRFHVV. The MHC is HLA-DQA10501-DQB10301 with pseudo-sequence HLA-DQA10501-DQB10301. The binding affinity (normalized) is 0.412. (5) The peptide sequence is IGCAMLHWSLILPGI. The binding affinity (normalized) is 0.531. The MHC is DRB1_1101 with pseudo-sequence DRB1_1101. (6) The peptide sequence is NKHNRLYMEARPLEE. The MHC is DRB1_0701 with pseudo-sequence DRB1_0701. The binding affinity (normalized) is 0.240. (7) The peptide sequence is YDKFLANVSTVLTGA. The MHC is DRB1_0405 with pseudo-sequence DRB1_0405. The binding affinity (normalized) is 0.543.